This data is from Forward reaction prediction with 1.9M reactions from USPTO patents (1976-2016). The task is: Predict the product of the given reaction. (1) Given the reactants [C:1]12(CC(O)=O)[CH2:10][CH:5]3[CH2:6][CH:7]([CH2:9][CH:3]([CH2:4]3)[CH2:2]1)[CH2:8]2.[NH2:15][C:16]1[CH:25]=[CH:24][CH:23]=[C:22]2[C:17]=1[CH:18]=[CH:19][N:20]([C@@H:27]([CH3:31])[C:28]([NH2:30])=[O:29])[C:21]2=[O:26].F[P-](F)(F)(F)(F)F.C[N+](C)=C(N(C)C)ON1C2N=CC=[CH:51][C:46]=2N=N1.C(N(CC)CC)C.CN(C)C=[O:66], predict the reaction product. The product is: [CH:7]12[CH2:9][CH:3]3[CH2:4][CH:5]([CH2:10][CH:1]([CH2:2]3)[CH:8]1[CH2:46][C:51]([NH:15][C:16]1[CH:25]=[CH:24][CH:23]=[C:22]3[C:17]=1[CH:18]=[CH:19][N:20]([C@@H:27]([CH3:31])[C:28]([NH2:30])=[O:29])[C:21]3=[O:26])=[O:66])[CH2:6]2. (2) Given the reactants Cl[C:2]1[CH:7]=[C:6]([C:8]2[CH:13]=[C:12]([Cl:14])[CH:11]=[CH:10][C:9]=2[CH3:15])[N:5]=[C:4]([NH2:16])[N:3]=1.[NH2:17][C:18]1[CH:19]=[N:20][C:21]([C:24]([F:27])([F:26])[F:25])=[CH:22][CH:23]=1, predict the reaction product. The product is: [Cl:14][C:12]1[CH:11]=[CH:10][C:9]([CH3:15])=[C:8]([C:6]2[N:5]=[C:4]([NH2:16])[N:3]=[C:2]([NH:17][C:18]3[CH:19]=[N:20][C:21]([C:24]([F:27])([F:25])[F:26])=[CH:22][CH:23]=3)[CH:7]=2)[CH:13]=1. (3) The product is: [CH3:1][C:2]1[CH:7]=[C:6]([CH3:8])[N:5]=[C:4]([N:9]2[CH2:16][CH:15]3[CH:11]([CH2:12][N:13]([C:21]([C:20]4[CH:24]=[CH:25][CH:26]=[C:18]([F:17])[C:19]=4[N:27]4[N:31]=[CH:30][CH:29]=[N:28]4)=[O:22])[CH2:14]3)[CH2:10]2)[N:3]=1. Given the reactants [CH3:1][C:2]1[CH:7]=[C:6]([CH3:8])[N:5]=[C:4]([N:9]2[CH2:16][CH:15]3[CH:11]([CH2:12][NH:13][CH2:14]3)[CH2:10]2)[N:3]=1.[F:17][C:18]1[C:19]([N:27]2[N:31]=[CH:30][CH:29]=[N:28]2)=[C:20]([CH:24]=[CH:25][CH:26]=1)[C:21](O)=[O:22].CN(C(ON1N=NC2C=CC=NC1=2)=[N+](C)C)C.F[P-](F)(F)(F)(F)F.CCN(C(C)C)C(C)C, predict the reaction product. (4) The product is: [C:1]([NH:4][C:5]1[N:6]=[C:7]([N:28]2[CH2:33][CH2:32][O:31][CH2:30][CH2:29]2)[C:8]2[N:14]=[C:13]([C:15]3[CH:20]=[CH:19][C:18]([Cl:21])=[C:17]([Cl:22])[CH:16]=3)[CH:12]=[CH:11][C:9]=2[N:10]=1)(=[O:3])[CH3:2]. Given the reactants [C:1]([NH:4][C:5]1[N:6]=[C:7](C2N=CNN=2)[C:8]2[N:14]=[C:13]([C:15]3[CH:20]=[CH:19][C:18]([Cl:21])=[C:17]([Cl:22])[CH:16]=3)[CH:12]=[CH:11][C:9]=2[N:10]=1)(=[O:3])[CH3:2].[NH:28]1[CH2:33][CH2:32][O:31][CH2:30][CH2:29]1, predict the reaction product.